Dataset: Reaction yield outcomes from USPTO patents with 853,638 reactions. Task: Predict the reaction yield, written as a fraction of the theoretical maximum amount of product (1.0 means a 100% yield; for example, 0.34 means a 34% yield). (1) The reactants are [NH2:1][C:2]1[CH:7]=[C:6]([O:8][C:9]2[CH:14]=[CH:13][C:12]([NH:15][C:16]([C:18]3([C:21]([NH:23][C:24]4[CH:29]=[CH:28][C:27]([F:30])=[CH:26][CH:25]=4)=[O:22])[CH2:20][CH2:19]3)=[O:17])=[C:11]([F:31])[CH:10]=2)[CH:5]=[CH:4][N:3]=1.C([N:34]([CH2:37]C)CC)C.ClC([O:42][C:43]1[CH:48]=CC=[CH:45][CH:44]=1)=O.[O:49]1CCCC1. No catalyst specified. The product is [F:31][C:11]1[CH:10]=[C:9]([O:8][C:6]2[CH:5]=[CH:4][N:3]=[C:2]([NH:1][C:37]([N:34]3[CH2:45][CH2:44][C@@H:43]([OH:42])[CH2:48]3)=[O:49])[CH:7]=2)[CH:14]=[CH:13][C:12]=1[NH:15][C:16]([C:18]1([C:21]([NH:23][C:24]2[CH:25]=[CH:26][C:27]([F:30])=[CH:28][CH:29]=2)=[O:22])[CH2:20][CH2:19]1)=[O:17]. The yield is 0.744. (2) The reactants are [N:1]1[NH:2][N:3]=[N:4][C:5]=1[CH2:6][CH2:7][CH2:8][CH2:9][N:10]1[C:18](=[O:19])[C:17]2[C:12](=[CH:13][CH:14]=[CH:15][CH:16]=2)[C:11]1=[O:20].C(N(C(C)C)CC)(C)C.[C:30](Cl)([C:43]1[CH:48]=[CH:47][CH:46]=[CH:45][CH:44]=1)([C:37]1[CH:42]=[CH:41][CH:40]=[CH:39][CH:38]=1)[C:31]1[CH:36]=[CH:35][CH:34]=[CH:33][CH:32]=1. The catalyst is C(Cl)Cl. The product is [C:30]([N:3]1[N:2]=[N:1][C:5]([CH2:6][CH2:7][CH2:8][CH2:9][N:10]2[C:18](=[O:19])[C:17]3[C:12](=[CH:13][CH:14]=[CH:15][CH:16]=3)[C:11]2=[O:20])=[N:4]1)([C:31]1[CH:36]=[CH:35][CH:34]=[CH:33][CH:32]=1)([C:43]1[CH:44]=[CH:45][CH:46]=[CH:47][CH:48]=1)[C:37]1[CH:38]=[CH:39][CH:40]=[CH:41][CH:42]=1. The yield is 0.660. (3) The reactants are Br.C(OC([N:12]1[C@H:17]([CH3:18])[CH2:16][N:15]([CH2:19][C:20]2[CH:29]=[C:28]3[C:23]([C:24]([Cl:30])=[CH:25][CH:26]=[N:27]3)=[CH:22][CH:21]=2)[C:14](=[O:31])[C@@H:13]1[CH3:32])=O)C1C=CC=CC=1.C(N(CC)CC)C. The catalyst is C(O)(=O)C.C(OCC)(=O)C. The product is [Cl:30][C:24]1[C:23]2[C:28](=[CH:29][C:20]([CH2:19][N:15]3[CH2:16][C@@H:17]([CH3:18])[NH:12][C@@H:13]([CH3:32])[C:14]3=[O:31])=[CH:21][CH:22]=2)[N:27]=[CH:26][CH:25]=1. The yield is 0.810. (4) The reactants are [N+:1]([CH:4]=[C:5]1[NH:9][CH2:8][CH2:7][N:6]1[CH2:10][CH:11]1[CH2:15][CH2:14][O:13][CH2:12]1)([O-:3])=[O:2].[CH:16](=[O:22])[CH2:17][CH2:18][CH2:19][CH:20]=O.Cl. The catalyst is C(#N)C. The product is [N+:1]([C:4]1[CH:16]2[O:22][CH:20]([CH2:19][CH2:18][CH2:17]2)[N:9]2[CH2:8][CH2:7][N:6]([CH2:10][CH:11]3[CH2:15][CH2:14][O:13][CH2:12]3)[C:5]=12)([O-:3])=[O:2]. The yield is 0.360. (5) The reactants are [F:1][C:2]1[CH:3]=[C:4]([C:8]2[S:9][C:10]([NH:14][C:15](=[O:21])[O:16][C:17]([CH3:20])([CH3:19])[CH3:18])=[C:11]([I:13])[N:12]=2)[CH:5]=[N:6][CH:7]=1.[H-].[Na+].I[CH3:25]. The catalyst is CN(C=O)C. The product is [F:1][C:2]1[CH:3]=[C:4]([C:8]2[S:9][C:10]([N:14]([CH3:25])[C:15](=[O:21])[O:16][C:17]([CH3:18])([CH3:20])[CH3:19])=[C:11]([I:13])[N:12]=2)[CH:5]=[N:6][CH:7]=1. The yield is 0.910. (6) The reactants are [CH2:1]([C:3]1([CH2:13][CH2:14][O:15][C:16]2[CH:21]=[CH:20][N:19]=[C:18]([CH2:22]O)[C:17]=2[CH3:24])[O:12][CH2:11][C:6]2([O:10][CH2:9][CH2:8][O:7]2)[CH2:5][O:4]1)[CH3:2].C(N(CC)CC)C.CS(Cl)(=O)=O.[SH:37][C:38]1[NH:39][C:40]2[CH:46]=[CH:45][CH:44]=[CH:43][C:41]=2[N:42]=1. The catalyst is C1COCC1. The product is [CH2:1]([C:3]1([CH2:13][CH2:14][O:15][C:16]2[CH:21]=[CH:20][N:19]=[C:18]([CH2:22][S:37][C:38]3[NH:42][C:41]4[CH:43]=[CH:44][CH:45]=[CH:46][C:40]=4[N:39]=3)[C:17]=2[CH3:24])[O:12][CH2:11][C:6]2([O:7][CH2:8][CH2:9][O:10]2)[CH2:5][O:4]1)[CH3:2]. The yield is 0.527.